From a dataset of Full USPTO retrosynthesis dataset with 1.9M reactions from patents (1976-2016). Predict the reactants needed to synthesize the given product. (1) Given the product [NH2:17][C:15]1[S:16][CH:2]=[C:3]([C:5]2[CH:10]=[CH:9][CH:8]=[C:7]([N+:11]([O-:13])=[O:12])[CH:6]=2)[N:14]=1, predict the reactants needed to synthesize it. The reactants are: Br[CH2:2][C:3]([C:5]1[CH:10]=[CH:9][CH:8]=[C:7]([N+:11]([O-:13])=[O:12])[CH:6]=1)=O.[NH2:14][C:15]([NH2:17])=[S:16].C(OCC)(=O)C.C(=O)(O)[O-].[Na+]. (2) Given the product [C:1]([C:5]1[N:10]=[CH:9][C:8]([C:11]2[N:12]([C:32]([N:34]3[CH2:39][CH2:38][CH:37]([CH2:40][C:41]([N:55]([C:52]4[CH:53]=[CH:54][C:49]([O:48][CH3:47])=[CH:50][CH:51]=4)[CH3:56])=[O:42])[CH2:36][CH2:35]3)=[O:33])[C@@:13]([C:25]3[CH:26]=[CH:27][C:28]([Cl:31])=[CH:29][CH:30]=3)([CH3:24])[C@@:14]([C:17]3[CH:18]=[CH:19][C:20]([Cl:23])=[CH:21][CH:22]=3)([CH3:16])[N:15]=2)=[C:7]([O:44][CH2:45][CH3:46])[CH:6]=1)([CH3:4])([CH3:2])[CH3:3], predict the reactants needed to synthesize it. The reactants are: [C:1]([C:5]1[N:10]=[CH:9][C:8]([C:11]2[N:12]([C:32]([N:34]3[CH2:39][CH2:38][CH:37]([CH2:40][C:41](O)=[O:42])[CH2:36][CH2:35]3)=[O:33])[C@@:13]([C:25]3[CH:30]=[CH:29][C:28]([Cl:31])=[CH:27][CH:26]=3)([CH3:24])[C@@:14]([C:17]3[CH:22]=[CH:21][C:20]([Cl:23])=[CH:19][CH:18]=3)([CH3:16])[N:15]=2)=[C:7]([O:44][CH2:45][CH3:46])[CH:6]=1)([CH3:4])([CH3:3])[CH3:2].[CH3:47][O:48][C:49]1[CH:54]=[CH:53][C:52]([NH:55][CH3:56])=[CH:51][CH:50]=1. (3) Given the product [C:1]([Si:5]([C:19]1[CH:24]=[CH:23][CH:22]=[CH:21][CH:20]=1)([C:13]1[CH:14]=[CH:15][CH:16]=[CH:17][CH:18]=1)[O:6][CH2:7][C:8]1[O:12][C:11]([CH2:28][OH:29])=[N:10][CH:9]=1)([CH3:4])([CH3:2])[CH3:3], predict the reactants needed to synthesize it. The reactants are: [C:1]([Si:5]([C:19]1[CH:24]=[CH:23][CH:22]=[CH:21][CH:20]=1)([C:13]1[CH:18]=[CH:17][CH:16]=[CH:15][CH:14]=1)[O:6][CH2:7][C:8]1[O:12][CH:11]=[N:10][CH:9]=1)([CH3:4])([CH3:3])[CH3:2].B.C1C[O:29][CH2:28]C1.[Li]CCCC.C(N1CCOCC1)=O. (4) Given the product [NH:36]([C:53]([O:55][C:56]([CH3:59])([CH3:58])[CH3:57])=[O:54])[C@H:37]([C:42]([NH:44][C@H:45]([C:50]([NH:1][C@H:2]([C:18]([O:20][CH2:21][C:22]1[CH:27]=[CH:26][CH:25]=[CH:24][CH:23]=1)=[O:19])[CH2:3][CH2:4][CH2:5][CH2:6][NH:7][C:8]([O:10][CH2:11][C:12]1[CH:13]=[CH:14][CH:15]=[CH:16][CH:17]=1)=[O:9])=[O:51])[CH2:46][CH:47]([CH3:48])[CH3:49])=[O:43])[CH2:38][CH:39]([CH3:41])[CH3:40], predict the reactants needed to synthesize it. The reactants are: [NH2:1][C@H:2]([C:18]([O:20][CH2:21][C:22]1[CH:27]=[CH:26][CH:25]=[CH:24][CH:23]=1)=[O:19])[CH2:3][CH2:4][CH2:5][CH2:6][NH:7][C:8]([O:10][CH2:11][C:12]1[CH:17]=[CH:16][CH:15]=[CH:14][CH:13]=1)=[O:9].Cl.CCN(CC)CC.[NH:36]([C:53]([O:55][C:56]([CH3:59])([CH3:58])[CH3:57])=[O:54])[C@H:37]([C:42]([NH:44][C@H:45]([C:50](O)=[O:51])[CH2:46][CH:47]([CH3:49])[CH3:48])=[O:43])[CH2:38][CH:39]([CH3:41])[CH3:40].C1C=CC2N(O)N=NC=2C=1.C1CCC(N=C=NC2CCCCC2)CC1.